From a dataset of Choline transporter screen with 302,306 compounds. Binary Classification. Given a drug SMILES string, predict its activity (active/inactive) in a high-throughput screening assay against a specified biological target. (1) The drug is S=C(N1C(CCCC1C)C)NCc1occc1. The result is 0 (inactive). (2) The molecule is Brc1ccc(C(=O)c2sc3nsc(c3c2N)C)cc1. The result is 0 (inactive). (3) The compound is S(=O)(=O)(NCCc1ccc(F)cc1)c1cn(nc1)CC. The result is 0 (inactive). (4) The drug is P(Oc1ccccc1)(Oc1ccccc1)(=O)Nc1c(ccc(c1)C)C. The result is 0 (inactive). (5) The drug is O1c2cc(C(NC(=O)Nc3cc([N+]([O-])=O)ccc3)C)ccc2OC1. The result is 0 (inactive).